This data is from Reaction yield outcomes from USPTO patents with 853,638 reactions. The task is: Predict the reaction yield, written as a fraction of the theoretical maximum amount of product (1.0 means a 100% yield; for example, 0.34 means a 34% yield). (1) The catalyst is O. The yield is 0.450. The reactants are [Cl:1][C:2]1[CH:7]=[CH:6][C:5]([C:8](=[O:18])[CH:9]([C:11]2[CH:16]=[CH:15][C:14]([Cl:17])=[CH:13][CH:12]=2)[OH:10])=[CH:4][CH:3]=1.[N+]([O-])(O)=O. The product is [Cl:1][C:2]1[CH:3]=[CH:4][C:5]([C:8](=[O:18])[C:9]([C:11]2[CH:16]=[CH:15][C:14]([Cl:17])=[CH:13][CH:12]=2)=[O:10])=[CH:6][CH:7]=1. (2) The reactants are [BH4-].[Na+].[F:3][C:4]([F:32])([F:31])[C:5]([C:8]1[S:9][C:10]([C:13]2[CH:18]=[C:17]([NH:19][C:20]3[N:25]=[C:24]([C:26]([F:29])([F:28])[F:27])[CH:23]=[CH:22][N:21]=3)[CH:16]=[C:15]([CH3:30])[CH:14]=2)=[CH:11][N:12]=1)(O)[OH:6].C(OCC)(=O)C.C([O-])(O)=O.[Na+]. The catalyst is CO. The product is [F:31][C:4]([F:3])([F:32])[CH:5]([C:8]1[S:9][C:10]([C:13]2[CH:18]=[C:17]([NH:19][C:20]3[N:25]=[C:24]([C:26]([F:27])([F:28])[F:29])[CH:23]=[CH:22][N:21]=3)[CH:16]=[C:15]([CH3:30])[CH:14]=2)=[CH:11][N:12]=1)[OH:6]. The yield is 0.910.